Dataset: Full USPTO retrosynthesis dataset with 1.9M reactions from patents (1976-2016). Task: Predict the reactants needed to synthesize the given product. Given the product [NH2:1][C:2]1[C:3]([C:13]2[O:14][C:19]([C:18]([OH:17])([CH3:23])[CH3:22])=[N:16][N:15]=2)=[N:4][C:5]([Br:12])=[C:6]([C:8]([F:11])([F:9])[F:10])[CH:7]=1, predict the reactants needed to synthesize it. The reactants are: [NH2:1][C:2]1[C:3]([C:13]([NH:15][NH2:16])=[O:14])=[N:4][C:5]([Br:12])=[C:6]([C:8]([F:11])([F:10])[F:9])[CH:7]=1.[OH:17][C:18]([CH3:23])([CH3:22])[C:19](O)=O.